From a dataset of Full USPTO retrosynthesis dataset with 1.9M reactions from patents (1976-2016). Predict the reactants needed to synthesize the given product. The reactants are: Br[C:2]1[C:10]2[C:5](=[N:6][CH:7]=[C:8]([C:11]3[CH:12]=[C:13]([CH:26]=[CH:27][CH:28]=3)[C:14]([NH:16][C:17]3([C:20]4[CH:25]=[CH:24][CH:23]=[CH:22][CH:21]=4)[CH2:19][CH2:18]3)=[O:15])[CH:9]=2)[O:4][C:3]=1[C:29]1[CH:34]=[CH:33][C:32]([F:35])=[CH:31][CH:30]=1.[CH3:36]B1OB(C)OB(C)O1.C([O-])([O-])=O.[Na+].[Na+]. Given the product [F:35][C:32]1[CH:31]=[CH:30][C:29]([C:3]2[O:4][C:5]3=[N:6][CH:7]=[C:8]([C:11]4[CH:12]=[C:13]([CH:26]=[CH:27][CH:28]=4)[C:14]([NH:16][C:17]4([C:20]5[CH:25]=[CH:24][CH:23]=[CH:22][CH:21]=5)[CH2:18][CH2:19]4)=[O:15])[CH:9]=[C:10]3[C:2]=2[CH3:36])=[CH:34][CH:33]=1, predict the reactants needed to synthesize it.